This data is from Full USPTO retrosynthesis dataset with 1.9M reactions from patents (1976-2016). The task is: Predict the reactants needed to synthesize the given product. (1) Given the product [CH:5]1[CH:6]=[CH:7][C:2]([CH:1]([C:10]2[NH:9][CH:13]=[CH:12][CH:11]=2)[C:13]2[NH:9][CH:10]=[CH:11][CH:12]=2)=[CH:3][CH:4]=1, predict the reactants needed to synthesize it. The reactants are: [CH:1](=O)[C:2]1[CH:7]=[CH:6][CH:5]=[CH:4][CH:3]=1.[NH:9]1[CH:13]=[CH:12][CH:11]=[CH:10]1. (2) Given the product [CH2:20]([O:19][C:17](=[O:18])[CH:16]([NH:15][C:12](=[O:14])[CH2:11][C:2]1[CH:3]=[CH:4][C:5]2[C:10](=[CH:9][CH:8]=[CH:7][CH:6]=2)[CH:1]=1)[CH2:24][CH3:25])[CH:21]([CH3:22])[CH3:23], predict the reactants needed to synthesize it. The reactants are: [CH:1]1[C:10]2[C:5](=[CH:6][CH:7]=[CH:8][CH:9]=2)[CH:4]=[CH:3][C:2]=1[CH2:11][C:12]([OH:14])=O.[NH2:15][CH:16]([CH2:24][CH3:25])[C:17]([O:19][CH2:20][CH:21]([CH3:23])[CH3:22])=[O:18]. (3) Given the product [CH2:15]([C:13]1[CH:12]=[CH:11][C:3]([C:4]([O:6][C:7]([CH3:10])([CH3:9])[CH3:8])=[O:5])=[C:2]([NH:1][C:24]2[CH:29]=[CH:28][CH:27]=[CH:26][C:25]=2[C:30]([F:33])([F:32])[F:31])[CH:14]=1)[CH2:16][C:17]1[CH:18]=[CH:19][CH:20]=[CH:21][CH:22]=1, predict the reactants needed to synthesize it. The reactants are: [NH2:1][C:2]1[CH:14]=[C:13]([CH2:15][CH2:16][C:17]2[CH:22]=[CH:21][CH:20]=[CH:19][CH:18]=2)[CH:12]=[CH:11][C:3]=1[C:4]([O:6][C:7]([CH3:10])([CH3:9])[CH3:8])=[O:5].Br[C:24]1[CH:29]=[CH:28][CH:27]=[CH:26][C:25]=1[C:30]([F:33])([F:32])[F:31].C(=O)([O-])[O-].[Cs+].[Cs+].C1(P(C2CCCCC2)C2C=CC=CC=2C2C(C(C)C)=CC(C(C)C)=CC=2C(C)C)CCCCC1. (4) Given the product [CH2:20]([O:19][C@@H:18]1[C@@:17]([CH2:46][O:47][S:48]([C:51]2[CH:56]=[CH:55][C:54]([CH3:57])=[CH:53][CH:52]=2)(=[O:49])=[O:50])([CH2:27][O:28][Si:29]([C:42]([CH3:44])([CH3:43])[CH3:45])([C:36]2[CH:37]=[CH:38][CH:39]=[CH:40][CH:41]=2)[C:30]2[CH:35]=[CH:34][CH:33]=[CH:32][CH:31]=2)[O:16][C@@H:15]([N:58]2[CH:65]=[C:64]([CH3:66])[C:62](=[O:63])[NH:61][C:59]2=[O:60])[C@@H:14]1[OH:13])[C:21]1[CH:22]=[CH:23][CH:24]=[CH:25][CH:26]=1, predict the reactants needed to synthesize it. The reactants are: C(=O)([O-])[O-].[K+].[K+].O.CO.C([O:13][C@@H:14]1[C@H:18]([O:19][CH2:20][C:21]2[CH:26]=[CH:25][CH:24]=[CH:23][CH:22]=2)[C@@:17]([CH2:46][O:47][S:48]([C:51]2[CH:56]=[CH:55][C:54]([CH3:57])=[CH:53][CH:52]=2)(=[O:50])=[O:49])([CH2:27][O:28][Si:29]([C:42]([CH3:45])([CH3:44])[CH3:43])([C:36]2[CH:41]=[CH:40][CH:39]=[CH:38][CH:37]=2)[C:30]2[CH:35]=[CH:34][CH:33]=[CH:32][CH:31]=2)[O:16][C@H:15]1[N:58]1[CH:65]=[C:64]([CH3:66])[C:62](=[O:63])[NH:61][C:59]1=[O:60])(=O)C. (5) Given the product [C:14]([O:18][C:19]([C:21]1[CH:26]=[CH:25][C:24]([C:2]2[CH:3]=[C:4]([CH:8]=[C:9]([N:11]([CH3:13])[CH3:12])[N:10]=2)[C:5]([OH:7])=[O:6])=[CH:23][CH:22]=1)=[O:20])([CH3:17])([CH3:15])[CH3:16], predict the reactants needed to synthesize it. The reactants are: Cl[C:2]1[CH:3]=[C:4]([CH:8]=[C:9]([N:11]([CH3:13])[CH3:12])[N:10]=1)[C:5]([OH:7])=[O:6].[C:14]([O:18][C:19]([C:21]1[CH:26]=[CH:25][C:24](B(O)O)=[CH:23][CH:22]=1)=[O:20])([CH3:17])([CH3:16])[CH3:15].C(=O)([O-])[O-].[Na+].[Na+].C1(P(C2CCCCC2)C2C=CC=CC=2C2C(OC)=CC=CC=2OC)CCCCC1. (6) The reactants are: [Cl:1][C:2]1[CH:3]=[C:4]([I:9])[C:5]([NH2:8])=[N:6][CH:7]=1.CO[CH:12]1[CH2:16][CH2:15][CH:14](OC)O1.Cl.ClC1C=CN=CC=1. Given the product [Cl:1][C:2]1[CH:3]=[C:4]([I:9])[C:5]([N:8]2[CH:12]=[CH:16][CH:15]=[CH:14]2)=[N:6][CH:7]=1, predict the reactants needed to synthesize it. (7) The reactants are: C([O:3][C:4](=[O:30])[C@@H:5]([O:27][CH2:28][CH3:29])[CH2:6][C:7]1[CH:12]=[CH:11][C:10]([O:13][CH2:14][CH:15]=[CH:16][C:17]2[CH:26]=[CH:25][C:24]3[C:19](=[CH:20][CH:21]=[CH:22][CH:23]=3)[N:18]=2)=[CH:9][CH:8]=1)C.[OH-].[Na+]. Given the product [CH2:28]([O:27][C@@H:5]([CH2:6][C:7]1[CH:8]=[CH:9][C:10]([O:13][CH2:14][CH:15]=[CH:16][C:17]2[CH:26]=[CH:25][C:24]3[C:19](=[CH:20][CH:21]=[CH:22][CH:23]=3)[N:18]=2)=[CH:11][CH:12]=1)[C:4]([OH:30])=[O:3])[CH3:29], predict the reactants needed to synthesize it.